From a dataset of Forward reaction prediction with 1.9M reactions from USPTO patents (1976-2016). Predict the product of the given reaction. Given the reactants CC1C=CC(S(O[CH2:12][C@@H:13]2[O:18][C:17]3[CH:19]=[C:20]([Br:23])[CH:21]=[CH:22][C:16]=3[O:15][CH2:14]2)(=O)=O)=CC=1.[CH2:24]([NH2:27])[CH2:25][CH3:26], predict the reaction product. The product is: [Br:23][C:20]1[CH:21]=[CH:22][C:16]2[O:15][CH2:14][C@H:13]([CH2:12][NH:27][CH2:24][CH2:25][CH3:26])[O:18][C:17]=2[CH:19]=1.